Dataset: Full USPTO retrosynthesis dataset with 1.9M reactions from patents (1976-2016). Task: Predict the reactants needed to synthesize the given product. (1) The reactants are: [CH3:1][C:2]1[C:7]([NH:8][C:9]([C:11]2[CH:12]=[CH:13][C:14]3[C@:20]4([CH2:28][C:29]5C=CC=CC=5)[CH2:21][CH2:22][C@@:23]([CH2:26][CH3:27])([OH:25])[CH2:24][C@@H:19]4[CH2:18][CH2:17][CH2:16][C:15]=3[CH:35]=2)=O)=[CH:6][CH:5]=[CH:4][N:3]=1.[C:36](O)(=O)C. Given the product [NH:8]1[C:7]2[CH:6]=[CH:5][CH:4]=[CH:1][C:2]=2[N:3]=[C:9]1[C:11]1[CH:12]=[CH:13][C:14]2[C@@:20]3([CH2:28][CH3:29])[CH2:21][CH2:22][C@:23]([CH2:26][CH2:27][CH3:36])([OH:25])[CH2:24][C@H:19]3[CH2:18][CH2:17][CH2:16][C:15]=2[CH:35]=1.[NH:8]1[C:7]2[CH:6]=[CH:5][CH:4]=[CH:1][C:2]=2[N:3]=[C:9]1[C:11]1[CH:12]=[CH:13][C:14]2[C@:20]3([CH2:28][CH3:29])[CH2:21][CH2:22][C@@:23]([CH2:26][CH2:27][CH3:36])([OH:25])[CH2:24][C@@H:19]3[CH2:18][CH2:17][CH2:16][C:15]=2[CH:35]=1, predict the reactants needed to synthesize it. (2) The reactants are: Cl.[NH2:2][C@@H:3]1[C:11]2[C:6](=[C:7]([C:12]3[S:16][N:15]=[C:14]([C:17]4[CH:18]=[CH:19][C:20]([O:25][CH:26]([CH3:28])[CH3:27])=[C:21]([CH:24]=4)[C:22]#[N:23])[N:13]=3)[CH:8]=[CH:9][CH:10]=2)[CH2:5][CH2:4]1.[S:29](N)([NH2:32])(=[O:31])=[O:30]. Given the product [C:22]([C:21]1[CH:24]=[C:17]([C:14]2[N:13]=[C:12]([C:7]3[CH:8]=[CH:9][CH:10]=[C:11]4[C:6]=3[CH2:5][CH2:4][C@@H:3]4[NH:2][S:29]([NH2:32])(=[O:31])=[O:30])[S:16][N:15]=2)[CH:18]=[CH:19][C:20]=1[O:25][CH:26]([CH3:28])[CH3:27])#[N:23], predict the reactants needed to synthesize it.